From a dataset of Full USPTO retrosynthesis dataset with 1.9M reactions from patents (1976-2016). Predict the reactants needed to synthesize the given product. Given the product [CH2:6]([N:10]1[C:11]2[CH:16]=[C:15]([Br:17])[CH:14]=[CH:13][C:12]=2[N:18]=[C:27]1[NH2:26])[CH:7]([CH3:9])[CH3:8], predict the reactants needed to synthesize it. The reactants are: O.O.[Sn](Cl)Cl.[CH2:6]([NH:10][C:11]1[CH:16]=[C:15]([Br:17])[CH:14]=[CH:13][C:12]=1[N+:18]([O-])=O)[CH:7]([CH3:9])[CH3:8].C(=O)(O)[O-].[Na+].[N:26]#[C:27]Br.